Dataset: Forward reaction prediction with 1.9M reactions from USPTO patents (1976-2016). Task: Predict the product of the given reaction. (1) Given the reactants [Cl:1][C:2]1[C:7]([O:8][CH3:9])=[CH:6][C:5]([O:10][CH3:11])=[C:4]([Cl:12])[C:3]=1[C:13]1[N:18]=[C:17]2[NH:19][N:20]=[C:21](I)[C:16]2=[CH:15][N:14]=1.[CH3:23][N:24]([CH3:45])[C:25]([CH:27]1[CH2:31][C:30]2[CH:32]=[C:33](B3OC(C)(C)C(C)(C)O3)[CH:34]=[CH:35][C:29]=2[O:28]1)=[O:26].C(=O)([O-])[O-].[Na+].[Na+], predict the reaction product. The product is: [Cl:1][C:2]1[C:7]([O:8][CH3:9])=[CH:6][C:5]([O:10][CH3:11])=[C:4]([Cl:12])[C:3]=1[C:13]1[N:18]=[C:17]2[NH:19][N:20]=[C:21]([C:33]3[CH:34]=[CH:35][C:29]4[O:28][CH:27]([C:25]([N:24]([CH3:23])[CH3:45])=[O:26])[CH2:31][C:30]=4[CH:32]=3)[C:16]2=[CH:15][N:14]=1. (2) Given the reactants [CH:1]([C:3]1[CH:12]=[CH:11][C:6]([C:7]([O:9][CH3:10])=[O:8])=[CH:5][CH:4]=1)=O.[NH2:13][CH2:14][CH2:15][C:16]1[C:24]2[C:19](=[CH:20][CH:21]=[CH:22][CH:23]=2)[NH:18][CH:17]=1.[OH:25]/[C:26](=[CH:32]\[C:33]([C:35]1[O:36][C:37]([CH3:40])=[CH:38][CH:39]=1)=[O:34])/[C:27](OCC)=[O:28], predict the reaction product. The product is: [NH:18]1[C:19]2[C:24](=[CH:23][CH:22]=[CH:21][CH:20]=2)[C:16]([CH2:15][CH2:14][N:13]2[C:27](=[O:28])[C:26]([OH:25])=[C:32]([C:33]([C:35]3[O:36][C:37]([CH3:40])=[CH:38][CH:39]=3)=[O:34])[CH:1]2[C:3]2[CH:12]=[CH:11][C:6]([C:7]([O:9][CH3:10])=[O:8])=[CH:5][CH:4]=2)=[CH:17]1. (3) Given the reactants Cl.[CH2:2]([O:9][NH2:10])[C:3]1[CH:8]=[CH:7][CH:6]=[CH:5][CH:4]=1.C(N([CH2:16][CH3:17])CC)C.O=C1CCC(=O)N1O[C:26](=[O:49])[CH2:27][CH:28]([C:34](=[O:48])[NH:35][CH:36]([C:40]([N:42]1[CH2:46][CH2:45][CH2:44][CH:43]1[CH3:47])=[O:41])[CH:37]([CH3:39])[CH3:38])[CH2:29][CH2:30][CH2:31][CH2:32][CH3:33].CN(C)[CH:52]=[O:53], predict the reaction product. The product is: [CH2:2]([O:9][NH:10][C:26](=[O:49])[CH2:27][CH:28]([CH2:29][CH2:30][CH2:31][CH2:32][CH3:33])[C:34]([NH:35][CH:36]([C:40]([N:42]1[CH2:46][CH2:45][CH2:44][CH:43]1[CH2:47][O:53][CH2:52][C:17]1[CH:16]=[CH:5][CH:4]=[CH:3][CH:2]=1)=[O:41])[CH:37]([CH3:38])[CH3:39])=[O:48])[C:3]1[CH:8]=[CH:7][CH:6]=[CH:5][CH:4]=1. (4) Given the reactants [F:1][C:2]1[CH:3]=[C:4]([CH:8]=[CH:9][C:10]=1[F:11])[C:5]([OH:7])=O.[NH2:12][C@@H:13]1[CH2:18][CH2:17][C@H:16]([NH:19][C:20]2[CH:29]=[C:28]([NH:30][CH3:31])[C:27]3[C:22](=[CH:23][CH:24]=[CH:25][CH:26]=3)[N:21]=2)[CH2:15][CH2:14]1.[CH:32]1C=CC2N(O)N=NC=2C=1.O.CCN=C=NCCCN(C)C.[ClH:54], predict the reaction product. The product is: [ClH:54].[CH3:31][N:30]([CH3:32])[C:28]1[C:27]2[C:22](=[CH:23][CH:24]=[CH:25][CH:26]=2)[N:21]=[C:20]([NH:19][C@@H:16]2[CH2:15][CH2:14][C@H:13]([NH:12][C:5](=[O:7])[C:4]3[CH:8]=[CH:9][C:10]([F:11])=[C:2]([F:1])[CH:3]=3)[CH2:18][CH2:17]2)[CH:29]=1. (5) Given the reactants O=P12OP3(OP(OP(O3)(O1)=O)(=O)O2)=O.OS(O)(=O)=O.[F:20][C:21]1[CH:22]=[C:23]([C:28]2([C:34]([CH:36]([C:42]([O:44][CH2:45][CH3:46])=[O:43])[C:37](OCC)=[O:38])=[O:35])[CH2:33][CH2:32][O:31][CH2:30][CH2:29]2)[CH:24]=[CH:25][C:26]=1[F:27], predict the reaction product. The product is: [F:27][C:26]1[CH:25]=[C:24]2[C:23](=[CH:22][C:21]=1[F:20])[C:28]1([CH2:33][CH2:32][O:31][CH2:30][CH2:29]1)[C:34](=[O:35])[C:36]([C:42]([O:44][CH2:45][CH3:46])=[O:43])=[C:37]2[OH:38]. (6) Given the reactants [Cl:1][C:2]1[C:7]([NH:8][CH:9]([CH3:11])[CH3:10])=[CH:6][CH:5]=[CH:4][C:3]=1[C:12]1[O:13][C:14]2[C:19]([C:20](=[O:22])[CH:21]=1)=[C:18]([O:23]C)[CH:17]=[C:16]([O:25]C)[C:15]=2[C@@H:27]1[CH2:31][CH2:30][N:29]([CH3:32])[C@H:28]1[CH2:33][OH:34].Cl.N1C=CC=CC=1.C([O-])([O-])=O.[Na+].[Na+], predict the reaction product. The product is: [Cl:1][C:2]1[C:7]([NH:8][CH:9]([CH3:11])[CH3:10])=[CH:6][CH:5]=[CH:4][C:3]=1[C:12]1[O:13][C:14]2[C:19]([C:20](=[O:22])[CH:21]=1)=[C:18]([OH:23])[CH:17]=[C:16]([OH:25])[C:15]=2[C@@H:27]1[CH2:31][CH2:30][N:29]([CH3:32])[C@H:28]1[CH2:33][OH:34]. (7) The product is: [CH3:1][N:2]1[CH2:3][CH:4]2[N:5]([C:6]3[N:19]=[CH:18][CH:17]=[CH:16][C:7]=3[CH2:8][C:9]3[CH:14]=[CH:13][CH:12]=[CH:11][C:10]=32)[CH2:20][CH2:21]1. Given the reactants [CH3:1][N:2]1[CH2:21][CH2:20][N:5]2[C:6]3[N:19]=[CH:18][CH:17]=[CH:16][C:7]=3[CH:8](O)[C:9]3[CH:14]=[CH:13][CH:12]=[CH:11][C:10]=3[CH:4]2[CH2:3]1.[BH4-].[Na+].O.[OH-].[Na+], predict the reaction product. (8) The product is: [Si:1]([O:8][CH:9]1[C:17]2[C:12](=[CH:13][C:14]([S:18]([Cl:37])(=[O:20])=[O:19])=[CH:15][CH:16]=2)[CH2:11][CH2:10]1)([C:4]([CH3:7])([CH3:6])[CH3:5])([CH3:3])[CH3:2]. Given the reactants [Si:1]([O:8][CH:9]1[C:17]2[C:12](=[CH:13][C:14]([S:18](CCC(OC)=O)(=[O:20])=[O:19])=[CH:15][CH:16]=2)[CH2:11][CH2:10]1)([C:4]([CH3:7])([CH3:6])[CH3:5])([CH3:3])[CH3:2].C[O-].[Na+].C1C(=O)N([Cl:37])C(=O)C1, predict the reaction product. (9) Given the reactants [CH2:1]([O:3][C:4]([C:6]1[CH2:15][C:14]2[C:9](=[C:10]([Cl:16])[CH:11]=[CH:12][CH:13]=2)[NH:8][C:7]=1[C:17]1[CH:18]=[N:19][CH:20]=[CH:21][CH:22]=1)=[O:5])[CH3:2], predict the reaction product. The product is: [CH2:1]([O:3][C:4]([C:6]1[C:7]([C:17]2[CH:18]=[N:19][CH:20]=[CH:21][CH:22]=2)=[N:8][C:9]2[C:14]([CH:15]=1)=[CH:13][CH:12]=[CH:11][C:10]=2[Cl:16])=[O:5])[CH3:2]. (10) Given the reactants [Br-].[NH:2]1[C:10]2[C:5](=[CH:6][CH:7]=[CH:8][CH:9]=2)[C:4](C[P+](C2C=CC=CC=2)(C2C=CC=CC=2)C2C=CC=CC=2)=[N:3]1.[N:31]1([C:37]2[CH:44]=[CH:43][C:40]([CH:41]=O)=[C:39]([N+:45]([O-:47])=[O:46])[CH:38]=2)[CH2:36][CH2:35][O:34][CH2:33][CH2:32]1.[C:48](=O)([O-])[O-].[K+].[K+].O, predict the reaction product. The product is: [N:31]1([C:37]2[CH:44]=[CH:43][C:40]([CH:41]=[CH:48][N:2]3[C:10]4[C:5](=[CH:6][CH:7]=[CH:8][CH:9]=4)[CH:4]=[N:3]3)=[C:39]([N+:45]([O-:47])=[O:46])[CH:38]=2)[CH2:36][CH2:35][O:34][CH2:33][CH2:32]1.